This data is from Reaction yield outcomes from USPTO patents with 853,638 reactions. The task is: Predict the reaction yield, written as a fraction of the theoretical maximum amount of product (1.0 means a 100% yield; for example, 0.34 means a 34% yield). The yield is 0.290. The catalyst is C(#N)C. The reactants are C([O:3][P:4]([CH2:9][CH2:10][NH:11][C:12](=[O:39])[CH2:13][CH2:14][C:15]([CH3:38])=[CH:16][CH2:17][C:18]1[C:19]([O:31]CC[Si](C)(C)C)=[C:20]2[C:24](=[C:25]([CH3:29])[C:26]=1[O:27][CH3:28])[CH2:23][O:22][C:21]2=[O:30])(=[O:8])[O:5]CC)C.C[Si](Br)(C)C.N1C(C)=CC=CC=1C. The product is [OH:31][C:19]1[C:18]([CH2:17][CH:16]=[C:15]([CH3:38])[CH2:14][CH2:13][C:12]([NH:11][CH2:10][CH2:9][P:4](=[O:3])([OH:8])[OH:5])=[O:39])=[C:26]([O:27][CH3:28])[C:25]([CH3:29])=[C:24]2[C:20]=1[C:21](=[O:30])[O:22][CH2:23]2.